Predict the product of the given reaction. From a dataset of Forward reaction prediction with 1.9M reactions from USPTO patents (1976-2016). (1) Given the reactants [C:1]1([CH:7]([C:29]2[CH:34]=[CH:33][CH:32]=[CH:31][CH:30]=2)[N:8]2[C:16]3[C:11](=[CH:12][CH:13]=[CH:14][CH:15]=3)[CH:10]([C:17]3[CH:18]=[C:19]4[C:24](=[CH:25][C:26]=3[OH:27])[N:23]=[CH:22][CH:21]=[N:20]4)[C:9]2=[O:28])[CH:6]=[CH:5][CH:4]=[CH:3][CH:2]=1.F[C:36]1C=C(O)C(C2C3C(=CC=CC=3)N(CC3C=CC(OC)=CC=3)C2=O)=CC=1C#N, predict the reaction product. The product is: [C:29]1([CH:7]([C:1]2[CH:2]=[CH:3][CH:4]=[CH:5][CH:6]=2)[N:8]2[C:16]3[C:11](=[CH:12][CH:13]=[CH:14][CH:15]=3)[C:10]3([C:17]4[CH:18]=[C:19]5[C:24]([N:23]=[CH:22][CH:21]=[N:20]5)=[CH:25][C:26]=4[O:27][CH2:36]3)[C:9]2=[O:28])[CH:30]=[CH:31][CH:32]=[CH:33][CH:34]=1. (2) Given the reactants [NH:1]1[C:9]2[C:4](=[CH:5][CH:6]=[CH:7][C:8]=2[NH:10][C:11]2[C:16]([C:17]#[N:18])=[CH:15][N:14]=[C:13]3[S:19][C:20](I)=[CH:21][C:12]=23)[CH:3]=[CH:2]1.[C:23]1(B(O)O)[CH:28]=[CH:27][CH:26]=[CH:25][CH:24]=1, predict the reaction product. The product is: [NH:1]1[C:9]2[C:4](=[CH:5][CH:6]=[CH:7][C:8]=2[NH:10][C:11]2[C:16]([C:17]#[N:18])=[CH:15][N:14]=[C:13]3[S:19][C:20]([C:23]4[CH:28]=[CH:27][CH:26]=[CH:25][CH:24]=4)=[CH:21][C:12]=23)[CH:3]=[CH:2]1.